From a dataset of Forward reaction prediction with 1.9M reactions from USPTO patents (1976-2016). Predict the product of the given reaction. (1) The product is: [Cl:18][C:11]1[C:10]([C:8]([C:3]2[CH:4]=[CH:5][CH:6]=[CH:7][C:2]=2[Cl:1])=[O:9])=[CH:15][N:14]=[C:13]([S:16][CH3:17])[N:12]=1. Given the reactants [Cl:1][C:2]1[CH:7]=[CH:6][CH:5]=[CH:4][C:3]=1[CH:8]([C:10]1[C:11]([Cl:18])=[N:12][C:13]([S:16][CH3:17])=[N:14][CH:15]=1)[OH:9], predict the reaction product. (2) The product is: [C:1]([Si:5]([CH3:6])([CH3:7])[O:8][CH2:9][CH2:10][CH:11]=[CH:12][Sn:17]([CH2:18][CH2:19][CH2:20][CH3:21])([CH2:22][CH2:23][CH2:24][CH3:25])[CH2:13][CH2:14][CH2:15][CH3:16])([CH3:3])([CH3:4])[CH3:2]. Given the reactants [C:1]([Si:5]([O:8][CH2:9][CH2:10][C:11]#[CH:12])([CH3:7])[CH3:6])([CH3:4])([CH3:3])[CH3:2].[CH2:13]([SnH:17]([CH2:22][CH2:23][CH2:24][CH3:25])[CH2:18][CH2:19][CH2:20][CH3:21])[CH2:14][CH2:15][CH3:16].CC(N=NC(C#N)(C)C)(C#N)C, predict the reaction product. (3) Given the reactants C([O:3][C:4](=[O:42])[CH2:5][N:6]([S:33]([N:36]1[CH2:41][CH2:40][CH2:39][CH2:38][CH2:37]1)(=[O:35])=[O:34])[CH2:7][C:8]1[CH:13]=[CH:12][CH:11]=[C:10]([O:14][CH2:15][CH2:16][C:17]2[N:18]=[C:19]([C:23]3[CH:28]=[CH:27][C:26]([C:29]([F:32])([F:31])[F:30])=[CH:25][CH:24]=3)[O:20][C:21]=2[CH3:22])[CH:9]=1)C.O.[OH-].[Li+], predict the reaction product. The product is: [N:36]1([S:33]([N:6]([CH2:5][C:4]([OH:42])=[O:3])[CH2:7][C:8]2[CH:13]=[CH:12][CH:11]=[C:10]([O:14][CH2:15][CH2:16][C:17]3[N:18]=[C:19]([C:23]4[CH:24]=[CH:25][C:26]([C:29]([F:32])([F:30])[F:31])=[CH:27][CH:28]=4)[O:20][C:21]=3[CH3:22])[CH:9]=2)(=[O:34])=[O:35])[CH2:41][CH2:40][CH2:39][CH2:38][CH2:37]1. (4) Given the reactants [F:1][C:2]1[CH:3]=[C:4]([Mg]Br)[CH:5]=[C:6]([F:9])[C:7]=1[F:8].O1CCCC1.[CH3:17][CH2:18][O:19][C:20]([C@H:22]1[CH2:26][CH2:25][C:24](=[O:27])[N:23]1[C:28]([O:30][C:31]([CH3:34])([CH3:33])[CH3:32])=[O:29])=[O:21].[Cl-].[NH4+], predict the reaction product. The product is: [CH2:18]([O:19][C:20](=[O:21])[C@H:22]([NH:23][C:28]([O:30][C:31]([CH3:34])([CH3:33])[CH3:32])=[O:29])[CH2:26][CH2:25][C:24](=[O:27])[C:4]1[CH:3]=[C:2]([F:1])[C:7]([F:8])=[C:6]([F:9])[CH:5]=1)[CH3:17]. (5) Given the reactants [Cl:1][C:2]1[C:11]2[C:6](=[CH:7][CH:8]=[CH:9][CH:10]=2)[CH:5]=[CH:4][C:3]=1[O:12][CH:13]([CH3:16])[CH2:14][NH2:15].[S:17]1[CH:21]=[CH:20][CH:19]=[C:18]1[CH:22]=O, predict the reaction product. The product is: [Cl:1][C:2]1[C:11]2[C:6](=[CH:7][CH:8]=[CH:9][CH:10]=2)[CH:5]=[CH:4][C:3]=1[O:12][CH:13]([CH3:16])[CH2:14][NH:15][CH2:22][C:18]1[S:17][CH:21]=[CH:20][CH:19]=1. (6) Given the reactants [C:1]([OH:9])(=[O:8])[C:2]1[CH:7]=[CH:6][CH:5]=[CH:4][CH:3]=1.[Br:10][CH2:11][CH2:12]O.C1(N=C=NC2CCCCC2)CCCCC1, predict the reaction product. The product is: [C:1]([O:9][CH2:12][CH2:11][Br:10])(=[O:8])[C:2]1[CH:7]=[CH:6][CH:5]=[CH:4][CH:3]=1. (7) Given the reactants [NH2:1][C:2]1[C:7]([C:8]2[CH:17]=[CH:16][C:11]([C:12]([O:14][CH3:15])=[O:13])=[C:10]([CH3:18])[CH:9]=2)=[CH:6][C:5](Br)=[CH:4][N:3]=1.[CH3:20][N:21]1[CH:25]=[C:24](B2OC(C)(C)C(C)(C)O2)[CH:23]=[N:22]1.COCCOC.C([O-])([O-])=O.[Na+].[Na+], predict the reaction product. The product is: [NH2:1][C:2]1[C:7]([C:8]2[CH:17]=[CH:16][C:11]([C:12]([O:14][CH3:15])=[O:13])=[C:10]([CH3:18])[CH:9]=2)=[CH:6][C:5]([C:24]2[CH:23]=[N:22][N:21]([CH3:20])[CH:25]=2)=[CH:4][N:3]=1.